This data is from Full USPTO retrosynthesis dataset with 1.9M reactions from patents (1976-2016). The task is: Predict the reactants needed to synthesize the given product. (1) Given the product [C:29]([SiH2:32][O:40][C:39]([CH3:41])([CH3:24])[C:4]1[CH:3]=[C:2]([NH2:1])[CH:10]=[C:9]([C:11]([F:14])([F:12])[F:13])[CH:8]=1)([CH3:31])([CH3:30])[CH3:28], predict the reactants needed to synthesize it. The reactants are: [NH2:1][C:2]1[CH:3]=[C:4]([CH:8]=[C:9]([C:11]([F:14])([F:13])[F:12])[CH:10]=1)C(O)=O.[H-].[H-].[H-].[H-].[Li+].[Al+3].[F-].[Na+].N1C=CN=[CH:24]1.[CH3:28][C:29]([Si:32](Cl)(C)C)([CH3:31])[CH3:30].CCO[C:39]([CH3:41])=[O:40]. (2) Given the product [N:26]1([C:23]2[CH:24]=[CH:25][C:20]([CH2:19][N:10]3[CH:9]=[C:6]4[C:5]([N:4]([CH2:12][C:13]([CH3:14])([CH3:16])[CH3:15])[C:3](=[O:17])[N:2]([CH3:1])[C:7]4=[O:8])=[N:11]3)=[CH:21][CH:22]=2)[CH:30]=[N:29][CH:28]=[N:27]1, predict the reactants needed to synthesize it. The reactants are: [CH3:1][N:2]1[C:7](=[O:8])[C:6]2=[CH:9][NH:10][N:11]=[C:5]2[N:4]([CH2:12][C:13]([CH3:16])([CH3:15])[CH3:14])[C:3]1=[O:17].Br[CH2:19][C:20]1[CH:25]=[CH:24][C:23]([N:26]2[CH:30]=[N:29][CH:28]=[N:27]2)=[CH:22][CH:21]=1.C([O-])([O-])=O.[K+].[K+]. (3) Given the product [Cl:1][C:2]1[CH:10]=[CH:9][C:5]([C:6]([O:8][CH2:13][CH2:14][CH2:15][N:16]2[C:24]3[C:19](=[CH:20][C:21]([CH2:27][CH:28]([N+:30]([O-:32])=[O:31])[CH3:29])=[CH:22][C:23]=3[C:25]#[N:26])[CH2:18][CH2:17]2)=[O:7])=[CH:4][CH:3]=1, predict the reactants needed to synthesize it. The reactants are: [Cl:1][C:2]1[CH:10]=[CH:9][C:5]([C:6]([O-:8])=[O:7])=[CH:4][CH:3]=1.[K+].Cl[CH2:13][CH2:14][CH2:15][N:16]1[C:24]2[C:19](=[CH:20][C:21]([CH2:27][CH:28]([N+:30]([O-:32])=[O:31])[CH3:29])=[CH:22][C:23]=2[C:25]#[N:26])[CH2:18][CH2:17]1.O. (4) Given the product [Cl:1][CH2:2][C:3]([C:23]1[CH:22]=[CH:21][C:18]2[CH2:19][CH2:20][N:14]([C:12](=[O:13])[C:11]([F:25])([F:10])[F:26])[CH2:15][CH2:16][C:17]=2[CH:24]=1)=[O:4], predict the reactants needed to synthesize it. The reactants are: [Cl:1][CH2:2][C:3](Cl)=[O:4].[Cl-].[Al+3].[Cl-].[Cl-].[F:10][C:11]([F:26])([F:25])[C:12]([N:14]1[CH2:20][CH2:19][C:18]2[CH:21]=[CH:22][CH:23]=[CH:24][C:17]=2[CH2:16][CH2:15]1)=[O:13].Cl. (5) Given the product [NH:36]([C:2]1[N:11]=[CH:10][CH:9]=[C:8]2[C:3]=1[CH:4]=[C:5]([C:30]1[CH:35]=[CH:34][CH:33]=[CH:32][CH:31]=1)[C:6]([C:12]1[CH:17]=[CH:16][C:15]([CH2:18][N:19]3[CH2:24][CH2:23][CH:22]([C:25]4[NH:29][CH:28]=[N:27][N:26]=4)[CH2:21][CH2:20]3)=[CH:14][CH:13]=1)=[N:7]2)[NH2:37], predict the reactants needed to synthesize it. The reactants are: Cl[C:2]1[N:11]=[CH:10][CH:9]=[C:8]2[C:3]=1[CH:4]=[C:5]([C:30]1[CH:35]=[CH:34][CH:33]=[CH:32][CH:31]=1)[C:6]([C:12]1[CH:17]=[CH:16][C:15]([CH2:18][N:19]3[CH2:24][CH2:23][CH:22]([C:25]4[NH:29][CH:28]=[N:27][N:26]=4)[CH2:21][CH2:20]3)=[CH:14][CH:13]=1)=[N:7]2.[NH2:36][NH2:37].